The task is: Predict the product of the given reaction.. This data is from Forward reaction prediction with 1.9M reactions from USPTO patents (1976-2016). (1) Given the reactants C1([Si](C2C=CC=CC=2)(C2C=CC=CC=2)C2C=CC([C:14]3[CH:15]=[CH:16][C:17]4[NH:18][C:19]5[C:24]([C:25]=4[CH:26]=3)=[CH:23][C:22](C3C=CC([Si](C4C=CC=CC=4)(C4C=CC=CC=4)C4C=CC=CC=4)=CC=3)=[CH:21][CH:20]=5)=CC=2)C=CC=CC=1.[OH:64][CH2:65][CH2:66][CH2:67][CH2:68][CH2:69][CH2:70][CH2:71][CH2:72][O:73][C:74]1[CH:79]=[CH:78][C:77](I)=[CH:76][CH:75]=1.C(=O)([O-])[O-].[K+].[K+].[N+](C1C=CC=CC=1)([O-])=O, predict the reaction product. The product is: [OH:64][CH2:65][CH2:66][CH2:67][CH2:68][CH2:69][CH2:70][CH2:71][CH2:72][O:73][C:74]1[CH:79]=[CH:78][CH:77]=[CH:76][C:75]=1[C:26]1[C:25]2[C:24]3[C:19](=[CH:20][CH:21]=[CH:22][CH:23]=3)[NH:18][C:17]=2[CH:16]=[CH:15][CH:14]=1. (2) Given the reactants [Br:1][C:2]1[C:7]([OH:8])=[CH:6][CH:5]=[CH:4][N:3]=1.Cl[CH:10]([C:17]1[CH:18]=[N:19][CH:20]=[CH:21][CH:22]=1)[C:11]1[CH:12]=[N:13][CH:14]=[CH:15][CH:16]=1.C([O-])([O-])=O.[Cs+].[Cs+].O, predict the reaction product. The product is: [Br:1][C:2]1[C:7]([O:8][CH:10]([C:17]2[CH:18]=[N:19][CH:20]=[CH:21][CH:22]=2)[C:11]2[CH:12]=[N:13][CH:14]=[CH:15][CH:16]=2)=[CH:6][CH:5]=[CH:4][N:3]=1. (3) Given the reactants [CH3:1][N:2]([C@@H:10]([CH3:31])[C:11](=[O:30])[NH:12][CH:13]1[C:19]2([CH2:24][CH2:23][O:22][CH2:21][CH2:20]2)[O:18][C:17]2[CH:25]=[CH:26][CH:27]=[CH:28][C:16]=2[NH:15][C:14]1=[O:29])[C:3](=[O:9])[O:4][C:5]([CH3:8])([CH3:7])[CH3:6].Br[CH2:33][C:34]1[C:38]2[CH:39]=[CH:40][CH:41]=[CH:42][C:37]=2[O:36][N:35]=1.C([O-])([O-])=O.[Cs+].[Cs+].[Na+].[I-], predict the reaction product. The product is: [O:36]1[C:37]2[CH:42]=[CH:41][CH:40]=[CH:39][C:38]=2[C:34]([CH2:33][N:15]2[C:14](=[O:29])[C@@H:13]([NH:12][C:11](=[O:30])[C@@H:10]([N:2]([CH3:1])[C:3](=[O:9])[O:4][C:5]([CH3:8])([CH3:6])[CH3:7])[CH3:31])[C:19]3([CH2:20][CH2:21][O:22][CH2:23][CH2:24]3)[O:18][C:17]3[CH:25]=[CH:26][CH:27]=[CH:28][C:16]2=3)=[N:35]1.